This data is from NCI-60 drug combinations with 297,098 pairs across 59 cell lines. The task is: Regression. Given two drug SMILES strings and cell line genomic features, predict the synergy score measuring deviation from expected non-interaction effect. (1) Drug 1: C1CCC(C1)C(CC#N)N2C=C(C=N2)C3=C4C=CNC4=NC=N3. Synergy scores: CSS=33.1, Synergy_ZIP=1.43, Synergy_Bliss=1.20, Synergy_Loewe=-8.49, Synergy_HSA=0.373. Cell line: MALME-3M. Drug 2: CC1=C(C(CCC1)(C)C)C=CC(=CC=CC(=CC(=O)O)C)C. (2) Drug 1: CC1=C(C(CCC1)(C)C)C=CC(=CC=CC(=CC(=O)O)C)C. Drug 2: CN1C2=C(C=C(C=C2)N(CCCl)CCCl)N=C1CCCC(=O)O.Cl. Cell line: NCI/ADR-RES. Synergy scores: CSS=0.487, Synergy_ZIP=-1.79, Synergy_Bliss=-2.50, Synergy_Loewe=-2.72, Synergy_HSA=-2.59. (3) Drug 1: CC(C)(C#N)C1=CC(=CC(=C1)CN2C=NC=N2)C(C)(C)C#N. Drug 2: C1=NC2=C(N1)C(=S)N=CN2. Cell line: HOP-62. Synergy scores: CSS=37.6, Synergy_ZIP=-0.105, Synergy_Bliss=-0.161, Synergy_Loewe=-3.29, Synergy_HSA=-0.643. (4) Drug 1: CN(CC1=CN=C2C(=N1)C(=NC(=N2)N)N)C3=CC=C(C=C3)C(=O)NC(CCC(=O)O)C(=O)O. Drug 2: C1CN1P(=S)(N2CC2)N3CC3. Cell line: SF-539. Synergy scores: CSS=35.6, Synergy_ZIP=-7.85, Synergy_Bliss=-7.52, Synergy_Loewe=-14.3, Synergy_HSA=-2.13.